Dataset: Catalyst prediction with 721,799 reactions and 888 catalyst types from USPTO. Task: Predict which catalyst facilitates the given reaction. (1) Reactant: C(N(CC)CC)C.Br.[NH2:9][C:10]1[N:17]=[CH:16][C:15]([Br:18])=[CH:14][C:11]=1[CH:12]=O.[CH3:19][N:20]1[CH2:25][CH2:24][N:23]([CH2:26][CH2:27][NH2:28])[CH2:22][CH2:21]1.[BH4-].[Na+]. Product: [Br:18][C:15]1[CH:14]=[C:11]([CH2:12][NH:28][CH2:27][CH2:26][N:23]2[CH2:24][CH2:25][N:20]([CH3:19])[CH2:21][CH2:22]2)[C:10]([NH2:9])=[N:17][CH:16]=1. The catalyst class is: 5. (2) Reactant: [OH-].[Na+].[C:3]([O:7][C:8](=[O:30])[N:9]([CH2:13][C:14]1[CH:19]=[CH:18][C:17]([Cl:20])=[C:16]([C:21](C)(C)[O:22][SiH2]C(C)(C)C)[CH:15]=1)[CH:10]1[CH2:12][CH2:11]1)([CH3:6])([CH3:5])[CH3:4]. Product: [C:3]([O:7][C:8](=[O:30])[N:9]([CH2:13][C:14]1[CH:19]=[CH:18][C:17]([Cl:20])=[C:16]([CH2:21][OH:22])[CH:15]=1)[CH:10]1[CH2:12][CH2:11]1)([CH3:6])([CH3:4])[CH3:5]. The catalyst class is: 5. (3) Reactant: Br[C:2]1[CH:8]=[C:7]([F:9])[C:6]([N+:10]([O-:12])=[O:11])=[CH:5][C:3]=1[NH2:4].[C:13](B1OC(C)(C)C(C)(C)O1)([CH3:15])=[CH2:14].P(C1CCCCC1)(C1CCCCC1)C1CCCCC1.C([O-])([O-])=O.[Cs+].[Cs+]. Product: [F:9][C:7]1[C:6]([N+:10]([O-:12])=[O:11])=[CH:5][C:3]([NH2:4])=[C:2]([C:13]([CH3:15])=[CH2:14])[CH:8]=1. The catalyst class is: 874. (4) Reactant: [Br:1][C:2]1[C:15]2[C:6](=[C:7]3[C:12](=[C:13]([NH2:16])[N:14]=2)[CH:11]=[CH:10][CH:9]=[CH:8]3)[CH:5]=[CH:4][CH:3]=1.Cl[CH2:18][CH:19]=O.C([O-])(O)=O.[Na+]. Product: [Br:1][C:2]1[C:15]2[N:14]3[CH:18]=[CH:19][N:16]=[C:13]3[C:12]3[CH:11]=[CH:10][CH:9]=[CH:8][C:7]=3[C:6]=2[CH:5]=[CH:4][CH:3]=1. The catalyst class is: 41. (5) Reactant: [F:1][C:2]1[CH:3]=[C:4]([CH:8]2[CH2:13][O:12][CH2:11][CH2:10][NH:9]2)[CH:5]=[CH:6][CH:7]=1.[Br:14][C:15]1[N:19]2[N:20]=[C:21](Cl)[CH:22]=[CH:23][C:18]2=[N:17][CH:16]=1.[F-].[K+]. Product: [Br:14][C:15]1[N:19]2[N:20]=[C:21]([N:9]3[CH2:10][CH2:11][O:12][CH2:13][CH:8]3[C:4]3[CH:5]=[CH:6][CH:7]=[C:2]([F:1])[CH:3]=3)[CH:22]=[CH:23][C:18]2=[N:17][CH:16]=1. The catalyst class is: 16. (6) Reactant: [CH:1]1[CH:2]=[N:3][C:4]([NH:7][S:8]([C:11]2[CH:12]=[CH:13][C:14]([NH2:17])=[CH:15][CH:16]=2)(=[O:10])=[O:9])=[N:5][CH:6]=1.[C:18](Cl)([Cl:20])=[S:19].C(N(CC)CC)C. Product: [Cl-:20].[N:3]1[CH:2]=[CH:1][CH:6]=[N:5][C:4]=1[NH:7][S:8]([C:11]1[CH:16]=[CH:15][C:14]([NH:17][CH:18]=[S:19])=[CH:13][CH:12]=1)(=[O:10])=[O:9]. The catalyst class is: 4. (7) Reactant: [ClH:1].C(OCC)(=O)C.[CH2:8]([O:10][C:11](=[O:36])[CH2:12][NH:13][C:14](=[O:35])[CH2:15][NH:16][C:17](=[O:34])[C@H:18]([CH2:27][CH:28]1[CH2:33][CH2:32][CH2:31][CH2:30][CH2:29]1)[NH:19]C(OC(C)(C)C)=O)[CH3:9]. Product: [ClH:1].[CH2:8]([O:10][C:11](=[O:36])[CH2:12][NH:13][C:14](=[O:35])[CH2:15][NH:16][C:17](=[O:34])[C@H:18]([CH2:27][CH:28]1[CH2:29][CH2:30][CH2:31][CH2:32][CH2:33]1)[NH2:19])[CH3:9]. The catalyst class is: 698.